Dataset: Forward reaction prediction with 1.9M reactions from USPTO patents (1976-2016). Task: Predict the product of the given reaction. Given the reactants [CH3:1][O:2][C:3]1[C:15]2[NH:14][C:13]3[C:8](=[CH:9][CH:10]=[CH:11][CH:12]=3)[C:7]=2[CH:6]=[CH:5][CH:4]=1.O.CN([CH:20]=[O:21])C, predict the reaction product. The product is: [CH:20]([N:14]1[C:15]2[C:3]([O:2][CH3:1])=[CH:4][CH:5]=[CH:6][C:7]=2[C:8]2[C:13]1=[CH:12][CH:11]=[CH:10][CH:9]=2)=[O:21].